This data is from Full USPTO retrosynthesis dataset with 1.9M reactions from patents (1976-2016). The task is: Predict the reactants needed to synthesize the given product. (1) Given the product [Br:1][C:2]1[CH:3]=[C:4]([C:15]2[CH:16]=[C:17]([NH:20][C:21](=[O:32])[C:22]3[CH:27]=[CH:26][CH:25]=[C:24]([C:28]([F:30])([F:29])[F:31])[CH:23]=3)[CH:18]=[CH:19][C:14]=2[CH3:13])[C:5]2[O:9][C:8](=[O:10])[NH:7][C:6]=2[CH:11]=1.[Br:12][C:4]1[C:5]2[O:9][C:8](=[O:10])[NH:7][C:6]=2[CH:11]=[C:2]([C:15]2[CH:16]=[C:17]([NH:20][C:21](=[O:32])[C:22]3[CH:27]=[CH:26][CH:25]=[C:24]([C:28]([F:30])([F:29])[F:31])[CH:23]=3)[CH:18]=[CH:19][C:14]=2[CH3:13])[CH:3]=1, predict the reactants needed to synthesize it. The reactants are: [Br:1][C:2]1[CH:3]=[C:4]([Br:12])[C:5]2[O:9][C:8](=[O:10])[NH:7][C:6]=2[CH:11]=1.[CH3:13][C:14]1[CH:19]=[CH:18][C:17]([NH:20][C:21](=[O:32])[C:22]2[CH:27]=[CH:26][CH:25]=[C:24]([C:28]([F:31])([F:30])[F:29])[CH:23]=2)=[CH:16][C:15]=1B1OC(C)(C)C(C)(C)O1.C([O-])([O-])=O.[Na+].[Na+].C(Cl)Cl. (2) Given the product [Cl:8][C:6]1[CH:7]=[C:2]([O:19][C:11]2[CH:12]=[CH:13][C:14]([N+:16]([O-:18])=[O:17])=[CH:15][C:10]=2[F:9])[N:3]=[CH:4][N:5]=1, predict the reactants needed to synthesize it. The reactants are: Cl[C:2]1[CH:7]=[C:6]([Cl:8])[N:5]=[CH:4][N:3]=1.[F:9][C:10]1[CH:15]=[C:14]([N+:16]([O-:18])=[O:17])[CH:13]=[CH:12][C:11]=1[OH:19]. (3) Given the product [NH:2]1[CH:3]=[C:4]([NH:6][C:7]([C:9]2[C:17]3[C:12](=[CH:13][C:14]([C:18]4[CH:22]=[N:21][CH:23]=[CH:28][CH:27]=4)=[CH:15][CH:16]=3)[N:11]([CH2:29][O:30][CH2:31][CH2:32][Si:33]([CH3:35])([CH3:36])[CH3:34])[N:10]=2)=[O:8])[CH:5]=[N:1]1, predict the reactants needed to synthesize it. The reactants are: [NH:1]1[CH:5]=[C:4]([NH:6][C:7]([C:9]2[C:17]3[C:12](=[CH:13][C:14]([C:18]4C=N[N:21]([CH:23]5[CH2:28][CH2:27]CCO5)[CH:22]=4)=[CH:15][CH:16]=3)[N:11]([CH2:29][O:30][CH2:31][CH2:32][Si:33]([CH3:36])([CH3:35])[CH3:34])[N:10]=2)=[O:8])[CH:3]=[N:2]1.[B-](F)(F)(F)C1C=NN(C2OCCCC2)C=1.[K+]. (4) Given the product [CH3:19][C:20]1[CH:25]=[CH:24][C:23]([C@:26]2([O:44][C@H:43]([CH2:45][O:46][C:47](=[O:49])[CH3:48])[C@@H:38]([O:39][C:40](=[O:42])[CH3:41])[C@H:33]([O:34][C:35](=[O:37])[CH3:36])[C@H:28]2[O:29][C:30](=[O:32])[CH3:31])[OH:27])=[CH:22][C:21]=1[CH2:50][C:51]1[CH:52]=[CH:53][C:54]([OH:57])=[CH:55][CH:56]=1, predict the reactants needed to synthesize it. The reactants are: [F-].C([N+](CCCC)(CCCC)CCCC)CCC.[CH3:19][C:20]1[CH:25]=[CH:24][C:23]([C@:26]2([O:44][C@H:43]([CH2:45][O:46][C:47](=[O:49])[CH3:48])[C@@H:38]([O:39][C:40](=[O:42])[CH3:41])[C@H:33]([O:34][C:35](=[O:37])[CH3:36])[C@H:28]2[O:29][C:30](=[O:32])[CH3:31])[OH:27])=[CH:22][C:21]=1[CH2:50][C:51]1[CH:56]=[CH:55][C:54]([O:57][Si](C(C)(C)C)(C)C)=[CH:53][CH:52]=1.C(O)(=O)C.C(OCC)(=O)C. (5) The reactants are: [Cl:1][C:2]1[N:3]=[C:4]([N:19]2[CH2:24][CH2:23][O:22][CH2:21][CH2:20]2)[C:5]2[S:10][C:9]([CH2:11][N:12]3[CH2:17][CH2:16][C:15](=O)[CH2:14][CH2:13]3)=[CH:8][C:6]=2[N:7]=1.[CH:25]1([CH2:28][NH2:29])[CH2:27][CH2:26]1.C(O[BH-](OC(=O)C)OC(=O)C)(=O)C.[Na+]. Given the product [Cl:1][C:2]1[N:3]=[C:4]([N:19]2[CH2:20][CH2:21][O:22][CH2:23][CH2:24]2)[C:5]2[S:10][C:9]([CH2:11][N:12]3[CH2:13][CH2:14][CH:15]([NH:29][CH2:28][CH:25]4[CH2:27][CH2:26]4)[CH2:16][CH2:17]3)=[CH:8][C:6]=2[N:7]=1, predict the reactants needed to synthesize it. (6) Given the product [CH2:1]([O:3][C:4](=[O:25])[CH2:5][C:6]1[N:7]=[C:8]([C:11]2[CH:12]=[CH:13][C:14]([C:33]3[CH:34]=[CH:35][C:30]([S:27]([CH3:26])(=[O:29])=[O:28])=[CH:31][CH:32]=3)=[CH:15][CH:16]=2)[O:9][CH:10]=1)[CH3:2], predict the reactants needed to synthesize it. The reactants are: [CH2:1]([O:3][C:4](=[O:25])[CH2:5][C:6]1[N:7]=[C:8]([C:11]2[CH:16]=[CH:15][C:14](OS(C(F)(F)F)(=O)=O)=[CH:13][CH:12]=2)[O:9][CH:10]=1)[CH3:2].[CH3:26][S:27]([C:30]1[CH:35]=[CH:34][C:33](B(O)O)=[CH:32][CH:31]=1)(=[O:29])=[O:28].C1(P(C2C=CC=CC=2)C2C=CC=CC=2)C=CC=CC=1.[F-].[Cs+]. (7) Given the product [NH2:67][C@H:57]([C:55]1[N:56]=[C:51]([C:50]#[C:49][C:48]([CH3:89])([OH:47])[CH3:90])[CH:52]=[CH:53][C:54]=1[C:75]1[CH:76]=[CH:77][C:78]([Cl:88])=[C:79]2[C:83]=1[N:82]([CH3:84])[N:81]=[C:80]2[NH:85][CH2:86][CH3:87])[CH2:58][C:59]1[CH:60]=[C:61]([F:66])[CH:62]=[C:63]([F:65])[CH:64]=1, predict the reactants needed to synthesize it. The reactants are: N[C@H](C1C(C2C=CC(Cl)=C3C=2N(C)N=C3NC(=O)OC)=CC=C(C#CC(O)(C)C)N=1)CC1C=C(F)C=C(F)C=1.[Si]([O:47][C:48]([CH3:90])([CH3:89])[C:49]#[C:50][C:51]1[N:56]=[C:55]([C@@H:57]([NH:67]C(=O)OC(C)(C)C)[CH2:58][C:59]2[CH:64]=[C:63]([F:65])[CH:62]=[C:61]([F:66])[CH:60]=2)[C:54]([C:75]2[CH:76]=[CH:77][C:78]([Cl:88])=[C:79]3[C:83]=2[N:82]([CH3:84])[N:81]=[C:80]3[NH:85][CH2:86][CH3:87])=[CH:53][CH:52]=1)(C(C)(C)C)(C)C.